From a dataset of Full USPTO retrosynthesis dataset with 1.9M reactions from patents (1976-2016). Predict the reactants needed to synthesize the given product. (1) Given the product [CH3:34][O:35][CH2:36][C:37]([N:2]1[CH2:7][CH2:6][CH2:5][C@@H:4]([NH:8][C:9]([C:11]2[C:15]3[N:16]=[CH:17][N:18]=[C:19]([C:20]4[CH:25]=[C:24]([F:26])[C:23]([O:27][CH3:28])=[CH:22][C:21]=4[O:29][CH2:30][CH:31]4[CH2:32][CH2:33]4)[C:14]=3[NH:13][CH:12]=2)=[O:10])[CH2:3]1)=[O:38], predict the reactants needed to synthesize it. The reactants are: Cl.[NH:2]1[CH2:7][CH2:6][CH2:5][C@@H:4]([NH:8][C:9]([C:11]2[C:15]3[N:16]=[CH:17][N:18]=[C:19]([C:20]4[CH:25]=[C:24]([F:26])[C:23]([O:27][CH3:28])=[CH:22][C:21]=4[O:29][CH2:30][CH:31]4[CH2:33][CH2:32]4)[C:14]=3[NH:13][CH:12]=2)=[O:10])[CH2:3]1.[CH3:34][O:35][CH2:36][C:37](Cl)=[O:38]. (2) Given the product [F:32][C:33]1[CH:41]=[CH:40][C:36]([C:37]([N:29]2[CH2:30][CH2:31][CH:26]([CH2:25][N:3]([CH3:2])[C:4](=[O:24])/[CH:5]=[CH:6]/[C:7]3[CH:12]=[CH:11][C:10]([C:13]([F:16])([F:15])[F:14])=[CH:9][C:8]=3[CH2:17][N:18]3[N:22]=[N:21][C:20]([CH3:23])=[N:19]3)[CH2:27][CH2:28]2)=[O:38])=[CH:35][CH:34]=1, predict the reactants needed to synthesize it. The reactants are: Cl.[CH3:2][N:3]([CH2:25][CH:26]1[CH2:31][CH2:30][NH:29][CH2:28][CH2:27]1)[C:4](=[O:24])/[CH:5]=[CH:6]/[C:7]1[CH:12]=[CH:11][C:10]([C:13]([F:16])([F:15])[F:14])=[CH:9][C:8]=1[CH2:17][N:18]1[N:22]=[N:21][C:20]([CH3:23])=[N:19]1.[F:32][C:33]1[CH:41]=[CH:40][C:36]([C:37](O)=[O:38])=[CH:35][CH:34]=1.C(N(CC)CC)C.C(P1(=O)OP(CCC)(=O)OP(CCC)(=O)O1)CC. (3) Given the product [CH2:23]([O:22][C:20]([CH:17]1[CH2:16][CH2:15][N:14]([CH2:13][C:12]([OH:25])=[O:2])[CH2:19][CH2:18]1)=[O:21])[CH3:24], predict the reactants needed to synthesize it. The reactants are: Cl.[O:2]1CCOCC1.C([C:12](=[O:25])[CH2:13][N:14]1[CH2:19][CH2:18][CH:17]([C:20]([O:22][CH2:23][CH3:24])=[O:21])[CH2:16][CH2:15]1)(C)(C)C. (4) Given the product [CH3:16][N:17]([CH2:18][CH2:19][NH:20][CH3:21])[C:9](=[O:10])[O:11][C:12]([CH3:13])([CH3:14])[CH3:15], predict the reactants needed to synthesize it. The reactants are: [C:9](O[C:9]([O:11][C:12]([CH3:15])([CH3:14])[CH3:13])=[O:10])([O:11][C:12]([CH3:15])([CH3:14])[CH3:13])=[O:10].[CH3:16][NH:17][CH2:18][CH2:19][NH:20][CH3:21]. (5) The reactants are: [NH:1]1[CH2:6][CH2:5][CH2:4][CH2:3][CH2:2]1.[CH2:7]=O.[OH:9][C:10]1[C:17]([OH:18])=[C:16]([OH:19])[CH:15]=[CH:14][C:11]=1[CH:12]=[O:13]. Given the product [OH:9][C:10]1[C:17]([OH:18])=[C:16]([OH:19])[C:15]([CH2:7][N:1]2[CH2:6][CH2:5][CH2:4][CH2:3][CH2:2]2)=[CH:14][C:11]=1[CH:12]=[O:13], predict the reactants needed to synthesize it. (6) Given the product [CH3:16][O:17][C:18](=[O:25])[C:19]([CH3:22])([O:1][S:9]([C:12]([F:13])([F:14])[F:15])(=[O:10])=[O:11])[CH2:20][O:21][S:9]([C:12]([F:15])([F:14])[F:13])(=[O:10])=[O:1], predict the reactants needed to synthesize it. The reactants are: [O:1]([S:9]([C:12]([F:15])([F:14])[F:13])(=[O:11])=[O:10])S(C(F)(F)F)(=O)=O.[CH3:16][O:17][C:18](=[O:25])[C:19](CO)([CH3:22])[CH2:20][OH:21]. (7) Given the product [C:1]([O:5][C:6](=[O:7])[NH:8][C@@H:9]([CH3:10])[C:11]([NH:15][NH2:16])=[O:13])([CH3:4])([CH3:3])[CH3:2], predict the reactants needed to synthesize it. The reactants are: [C:1]([O:5][C:6]([NH:8][C@H:9]([C:11]([O:13]C)=O)[CH3:10])=[O:7])([CH3:4])([CH3:3])[CH3:2].[NH2:15][NH2:16].C1COCC1.